From a dataset of Reaction yield outcomes from USPTO patents with 853,638 reactions. Predict the reaction yield, written as a fraction of the theoretical maximum amount of product (1.0 means a 100% yield; for example, 0.34 means a 34% yield). (1) The yield is 0.880. The catalyst is C1COCC1. The product is [CH3:22][N:21]([CH3:23])[S:20]([N:17]1[CH:18]=[CH:19][C:15]([C:13](=[O:14])[C:4]2[CH:5]=[CH:6][CH:7]=[C:2]([Cl:1])[CH:3]=2)=[N:16]1)(=[O:24])=[O:25]. The reactants are [Cl:1][C:2]1[CH:3]=[C:4]([Mg]Br)[CH:5]=[CH:6][CH:7]=1.CON(C)[C:13]([C:15]1[CH:19]=[CH:18][N:17]([S:20](=[O:25])(=[O:24])[N:21]([CH3:23])[CH3:22])[N:16]=1)=[O:14]. (2) The reactants are [CH2:1]([O:3][C:4](=[O:12])[CH:5](Br)[C:6](=O)[CH:7]([CH3:9])[CH3:8])[CH3:2].[NH2:13][C:14]([NH2:16])=[S:15].N. The catalyst is CCO. The product is [CH2:1]([O:3][C:4]([C:5]1[S:15][C:14]([NH2:16])=[N:13][C:6]=1[CH:7]([CH3:9])[CH3:8])=[O:12])[CH3:2]. The yield is 0.770. (3) The reactants are Br[CH2:2][CH2:3][CH:4]=[C:5]1[C:11]2[CH:12]=[CH:13][CH:14]=[N:15][C:10]=2[CH2:9][O:8][C:7]2[CH:16]=[CH:17][C:18]([C:20]([OH:23])([CH3:22])[CH3:21])=[CH:19][C:6]1=2.[Cl:24][C:25]1[CH:30]=[CH:29][C:28]([N:31]2[CH2:36][CH2:35][NH:34][CH2:33][CH:32]2[CH3:37])=[CH:27][CH:26]=1.[I-].[K+]. The catalyst is C(O)(C)C. The product is [Cl:24][C:25]1[CH:26]=[CH:27][C:28]([N:31]2[CH2:36][CH2:35][N:34]([CH2:2][CH2:3][CH:4]=[C:5]3[C:11]4[CH:12]=[CH:13][CH:14]=[N:15][C:10]=4[CH2:9][O:8][C:7]4[CH:16]=[CH:17][C:18]([C:20]([OH:23])([CH3:22])[CH3:21])=[CH:19][C:6]3=4)[CH2:33][CH:32]2[CH3:37])=[CH:29][CH:30]=1. The yield is 0.690. (4) The reactants are [CH2:1]([O:3][C:4]1[CH:26]=[CH:25][C:7]([C:8]([NH:10][CH2:11][CH2:12][NH:13][C:14]([C:16]2[C:17]([C:21]([F:24])([F:23])[F:22])=[N:18][NH:19][CH:20]=2)=[O:15])=[O:9])=[CH:6][CH:5]=1)[CH3:2].[CH:27]12[O:33][CH:32]1[CH2:31][CH2:30][CH2:29][CH2:28]2.C(=O)([O-])[O-].[Cs+].[Cs+]. The catalyst is CCOC(C)=O. The product is [CH2:1]([O:3][C:4]1[CH:5]=[CH:6][C:7]([C:8]([NH:10][CH2:11][CH2:12][NH:13][C:14]([C:16]2[C:17]([C:21]([F:22])([F:23])[F:24])=[N:18][N:19]([CH:31]3[CH2:30][CH2:29][CH2:28][CH2:27][CH:32]3[OH:33])[CH:20]=2)=[O:15])=[O:9])=[CH:25][CH:26]=1)[CH3:2]. The yield is 0.550. (5) The reactants are [Cl:1][C:2]1[CH:7]=[CH:6][C:5]([C:8]2[CH:13]=[C:12]([CH3:14])[N:11]3[N:15]=[CH:16][C:17](I)=[C:10]3[N:9]=2)=[CH:4][CH:3]=1.[C:19]([C:21]1[CH:26]=[CH:25][C:24]([C:27]([OH:30])([CH3:29])[CH3:28])=[CH:23][CH:22]=1)#[CH:20]. No catalyst specified. The product is [Cl:1][C:2]1[CH:7]=[CH:6][C:5]([C:8]2[CH:13]=[C:12]([CH3:14])[N:11]3[N:15]=[CH:16][C:17]([C:20]#[C:19][C:21]4[CH:26]=[CH:25][C:24]([C:27]([OH:30])([CH3:28])[CH3:29])=[CH:23][CH:22]=4)=[C:10]3[N:9]=2)=[CH:4][CH:3]=1. The yield is 0.470. (6) The reactants are [O:1]1[C:5]2[CH:6]=[CH:7][CH:8]=[CH:9][C:4]=2[N:3]=[C:2]1[NH2:10].C1C(=O)N(OC(ON2C(=O)CCC2=O)=O)[C:13](=[O:14])C1.Cl.[Cl:30][C:31]1[CH:50]=[CH:49][C:34]([O:35][C:36]2[CH:37]=[C:38]([CH:46]=[CH:47][CH:48]=2)[CH2:39][N:40]2[CH2:45][CH2:44][NH:43][CH2:42][CH2:41]2)=[CH:33][CH:32]=1.C(N(C(C)C)CC)(C)C. The catalyst is C(Cl)Cl.CCOC(C)=O. The product is [O:1]1[C:5]2[CH:6]=[CH:7][CH:8]=[CH:9][C:4]=2[N:3]=[C:2]1[NH:10][C:13]([N:43]1[CH2:44][CH2:45][N:40]([CH2:39][C:38]2[CH:46]=[CH:47][CH:48]=[C:36]([O:35][C:34]3[CH:49]=[CH:50][C:31]([Cl:30])=[CH:32][CH:33]=3)[CH:37]=2)[CH2:41][CH2:42]1)=[O:14]. The yield is 0.630. (7) The reactants are [CH3:1][O:2][C:3]1[N:8]=[CH:7][C:6]([NH:9][C:10]2[C:15]([C:16]3[N:21]=[C:20]([CH3:22])[N:19]=[C:18](SC)[N:17]=3)=[CH:14][N:13]=[C:12]([N:25]3[CH2:30][CH2:29][CH2:28][CH2:27][CH2:26]3)[N:11]=2)=[CH:5][CH:4]=1.[NH3:31]. The catalyst is O1CCOCC1. The product is [CH3:1][O:2][C:3]1[N:8]=[CH:7][C:6]([NH:9][C:10]2[C:15]([C:16]3[N:21]=[C:20]([CH3:22])[N:19]=[C:18]([NH2:31])[N:17]=3)=[CH:14][N:13]=[C:12]([N:25]3[CH2:30][CH2:29][CH2:28][CH2:27][CH2:26]3)[N:11]=2)=[CH:5][CH:4]=1. The yield is 0.880. (8) The reactants are Br[C:2]1[C:3](=[O:13])[C:4]2[C:9]([C:10](=[O:12])[CH:11]=1)=[CH:8][CH:7]=[CH:6][CH:5]=2.[N:14]1[CH:19]=[CH:18][C:17]([CH2:20][NH2:21])=[CH:16][CH:15]=1. The catalyst is CCO. The product is [N:14]1[CH:19]=[CH:18][C:17]([CH2:20][NH:21][C:2]2[C:3](=[O:13])[C:4]3[C:9]([C:10](=[O:12])[CH:11]=2)=[CH:8][CH:7]=[CH:6][CH:5]=3)=[CH:16][CH:15]=1. The yield is 0.280. (9) The reactants are [CH3:1][N:2]1[C:10]2[C:9]3([CH3:14])[C:11]([CH3:13])([CH3:12])[CH:6]([CH2:7][CH2:8]3)[C:5]=2[C:4]([CH:15]=[O:16])=[N:3]1.[Br:17][C@H:18]1[C:24](=[O:25])[N:23]2[C@@H:19]1[S:20][CH:21]=[C:22]2[C:26]([O:28][CH2:29][C:30]1[CH:35]=[CH:34][C:33]([N+:36]([O-:38])=[O:37])=[CH:32][CH:31]=1)=[O:27].[CH3:39][CH2:40][O:41]CC.[Mg+2].[Br-].[Br-].CCN(CC)CC.[Al].C(OC(=O)C)(=O)C. The catalyst is C1COCC1.C(#N)C.CCOC(C)=O. The product is [C:40]([O:16][CH:15]([C:4]1[C:5]2[CH:6]3[C:11]([CH3:13])([CH3:12])[C:9]([CH3:14])([CH2:8][CH2:7]3)[C:10]=2[N:2]([CH3:1])[N:3]=1)[C:18]1([Br:17])[C:24](=[O:25])[N:23]2[C@@H:19]1[S:20][CH:21]=[C:22]2[C:26]([O:28][CH2:29][C:30]1[CH:35]=[CH:34][C:33]([N+:36]([O-:38])=[O:37])=[CH:32][CH:31]=1)=[O:27])(=[O:41])[CH3:39]. The yield is 0.410. (10) The reactants are Br[C:2]1[CH:9]=[N:8][CH:7]=[C:6]([N:10]2[CH2:22][CH2:21][C:20]3[N:19]4[C:14]([CH2:15][CH2:16][CH2:17][CH2:18]4)=[CH:13][C:12]=3[C:11]2=[O:23])[C:3]=1[CH:4]=[O:5].[CH3:24][N:25]1[CH:30]=[C:29](B2OC(C)(C)C(C)(C)O2)[CH:28]=[C:27]([NH:40][C:41]2[CH:46]=[CH:45][C:44]([N:47]3[CH2:52][CH2:51][N:50]([CH:53]4[CH2:56][O:55][CH2:54]4)[CH2:49][CH2:48]3)=[CH:43][N:42]=2)[C:26]1=[O:57].[O-]P([O-])([O-])=O.[K+].[K+].[K+].CC([O-])=O.[Na+]. The catalyst is CC#N.O.C1C=CC(P(C2C=CC=CC=2)[C-]2C=CC=C2)=CC=1.C1C=CC(P(C2C=CC=CC=2)[C-]2C=CC=C2)=CC=1.Cl[Pd]Cl.[Fe+2]. The product is [CH3:24][N:25]1[C:26](=[O:57])[C:27]([NH:40][C:41]2[CH:46]=[CH:45][C:44]([N:47]3[CH2:52][CH2:51][N:50]([CH:53]4[CH2:54][O:55][CH2:56]4)[CH2:49][CH2:48]3)=[CH:43][N:42]=2)=[CH:28][C:29]([C:2]2[CH:9]=[N:8][CH:7]=[C:6]([N:10]3[CH2:22][CH2:21][C:20]4[N:19]5[C:14]([CH2:15][CH2:16][CH2:17][CH2:18]5)=[CH:13][C:12]=4[C:11]3=[O:23])[C:3]=2[CH:4]=[O:5])=[CH:30]1. The yield is 0.400.